This data is from Forward reaction prediction with 1.9M reactions from USPTO patents (1976-2016). The task is: Predict the product of the given reaction. (1) The product is: [Cl:10][C:9]1[CH:8]=[CH:7][CH:6]=[C:5]2[C:4]=1[C:3](=[O:13])[N:23]([CH:21]([C:18]1[CH:19]=[CH:20][C:15]([Cl:14])=[CH:16][CH:17]=1)[CH3:22])[CH2:11]2. Given the reactants CO[C:3](=[O:13])[C:4]1[C:9]([Cl:10])=[CH:8][CH:7]=[CH:6][C:5]=1[CH2:11]Br.[Cl:14][C:15]1[CH:20]=[CH:19][C:18]([CH:21]([NH2:23])[CH3:22])=[CH:17][CH:16]=1.C([O-])([O-])=O.[K+].[K+].C(OCC)(=O)C, predict the reaction product. (2) Given the reactants [CH3:1][O:2][C:3](=[O:19])[C@@H:4]([NH:11][C:12]([O:14]C(C)(C)C)=O)[CH:5]1[CH2:10][CH2:9][CH2:8][CH2:7][CH2:6]1.[NH:20]([C:28]([O:30][CH2:31][C:32]1[CH:37]=[CH:36][CH:35]=[CH:34][CH:33]=1)=[O:29])[C@H:21](C(O)=O)[CH:22]([CH3:24])[CH3:23].C(OC([C@@]1(NC([C@@H]2C[C@@H](OC3C4C(=CC(OC)=CC=4)N=C(C4C=CC=CC=4)C=3)C[C@H]2C(=O)N[C@H](C(=O)N[C@@H](C2CCCCC2)C(=O)NC)C(C)(C)C)=O)C[C@H]1C=C)=O)C, predict the reaction product. The product is: [CH3:1][O:2][C:3](=[O:19])[C@@H:4]([NH:11][C:12](=[O:14])[C@@H:21]([NH:20][C:28]([O:30][CH2:31][C:32]1[CH:37]=[CH:36][CH:35]=[CH:34][CH:33]=1)=[O:29])[CH:22]([CH3:24])[CH3:23])[CH:5]1[CH2:6][CH2:7][CH2:8][CH2:9][CH2:10]1. (3) The product is: [CH2:11]([OH:12])[C@H:9]([C@H:7]([C@@H:5]([C@@H:3]([CH2:2][OH:1])[OH:4])[OH:6])[OH:8])[OH:10]. Given the reactants [O:1]=[CH:2][C@H:3]([C@H:5]([C@@H:7]([C@@H:9]([CH2:11][OH:12])[OH:10])[OH:8])[OH:6])[OH:4].[BH4-].[Na+].C(OCC)(=O)C, predict the reaction product. (4) Given the reactants C(NC(C)C)(C)C.[Cl:8][C:9]1[CH:17]=[C:16](I)[C:12]2[O:13][CH2:14][O:15][C:11]=2[C:10]=1[NH2:19].[CH3:20][Si:21]([C:24]#[CH:25])([CH3:23])[CH3:22], predict the reaction product. The product is: [Cl:8][C:9]1[CH:17]=[C:16]([C:25]#[C:24][Si:21]([CH3:23])([CH3:22])[CH3:20])[C:12]2[O:13][CH2:14][O:15][C:11]=2[C:10]=1[NH2:19]. (5) Given the reactants [C:1]1([C:7]2[N:12]=[N:11][C:10]([CH2:13][CH2:14][C:15]([NH:17][C:18]3[C:19]([C:23]([O:25]C)=[O:24])=[CH:20][S:21][CH:22]=3)=[O:16])=[CH:9][CH:8]=2)[CH:6]=[CH:5][CH:4]=[CH:3][CH:2]=1.[OH-].[Na+], predict the reaction product. The product is: [C:1]1([C:7]2[N:12]=[N:11][C:10]([CH2:13][CH2:14][C:15]([NH:17][C:18]3[C:19]([C:23]([OH:25])=[O:24])=[CH:20][S:21][CH:22]=3)=[O:16])=[CH:9][CH:8]=2)[CH:6]=[CH:5][CH:4]=[CH:3][CH:2]=1. (6) Given the reactants [CH3:1][N:2]1[C:6]([CH3:7])=[C:5]([S:8](=[O:17])(=[O:16])[NH:9][C@H:10]([CH3:15])[C:11]([F:14])([F:13])[F:12])[CH:4]=[C:3]1[C:18]([O:20]CC)=[O:19].[OH-].[Na+].O.Cl, predict the reaction product. The product is: [CH3:1][N:2]1[C:6]([CH3:7])=[C:5]([S:8](=[O:16])(=[O:17])[NH:9][C@H:10]([CH3:15])[C:11]([F:13])([F:14])[F:12])[CH:4]=[C:3]1[C:18]([OH:20])=[O:19]. (7) The product is: [F:39][C:38]([F:41])([F:40])[S:35]([O:19][C:16]1[CH:17]=[C:18]2[C:13]([O:12][C:11]3[CH:10]=[CH:9][C:8]([C:21]4[CH2:22][CH2:23][O:24][CH2:25][CH:26]=4)=[CH:7][C:6]=3[C@@:5]32[CH2:4][O:3][C:2]([NH2:1])=[N:27]3)=[CH:14][C:15]=1[F:20])(=[O:37])=[O:36]. Given the reactants [NH2:1][C:2]1[O:3][CH2:4][C@:5]2([N:27]=1)[C:18]1[CH:17]=[C:16]([OH:19])[C:15]([F:20])=[CH:14][C:13]=1[O:12][C:11]1[C:6]2=[CH:7][C:8]([C:21]2[CH2:22][CH2:23][O:24][CH2:25][CH:26]=2)=[CH:9][CH:10]=1.C1C=CC(N([S:35]([C:38]([F:41])([F:40])[F:39])(=[O:37])=[O:36])[S:35]([C:38]([F:41])([F:40])[F:39])(=[O:37])=[O:36])=CC=1, predict the reaction product.